This data is from Forward reaction prediction with 1.9M reactions from USPTO patents (1976-2016). The task is: Predict the product of the given reaction. Given the reactants [NH2:1][C:2]1[C:3]([C:7]#[N:8])=[N:4][O:5][N:6]=1.[F:9][C:10]([F:21])([F:20])[C:11](O[C:11](=[O:12])[C:10]([F:21])([F:20])[F:9])=[O:12], predict the reaction product. The product is: [C:7]([C:3]1[C:2]([NH:1][C:11](=[O:12])[C:10]([F:21])([F:20])[F:9])=[N:6][O:5][N:4]=1)#[N:8].